This data is from Forward reaction prediction with 1.9M reactions from USPTO patents (1976-2016). The task is: Predict the product of the given reaction. (1) Given the reactants [OH-].[Na+].[C:3]([C:7]1[N:11]([CH2:12][CH:13]2[CH2:18][CH2:17][O:16][CH2:15][CH2:14]2)[C:10]2[CH:19]=[CH:20][C:21]([S:23]([N:26]3[CH2:31][CH2:30][CH2:29][C@H:28]([C:32]([O:34]CC)=[O:33])[CH2:27]3)(=[O:25])=[O:24])=[CH:22][C:9]=2[N:8]=1)([CH3:6])([CH3:5])[CH3:4].CO, predict the reaction product. The product is: [C:3]([C:7]1[N:11]([CH2:12][CH:13]2[CH2:14][CH2:15][O:16][CH2:17][CH2:18]2)[C:10]2[CH:19]=[CH:20][C:21]([S:23]([N:26]3[CH2:31][CH2:30][CH2:29][C@H:28]([C:32]([OH:34])=[O:33])[CH2:27]3)(=[O:25])=[O:24])=[CH:22][C:9]=2[N:8]=1)([CH3:6])([CH3:4])[CH3:5]. (2) Given the reactants [NH2:1][C:2]1[CH:7]=[CH:6][C:5]([C:8]([C:10]2[N:18]3[C:13]([CH:14]=[CH:15][CH:16]=[CH:17]3)=[C:12]([O:19][CH3:20])[C:11]=2[C:21]2[CH:26]=[CH:25][CH:24]=[CH:23][CH:22]=2)=[O:9])=[CH:4][C:3]=1[O:27][CH3:28].Br[CH2:30][C:31]([O:33][CH2:34][CH3:35])=[O:32], predict the reaction product. The product is: [CH3:28][O:27][C:3]1[CH:4]=[C:5]([C:8]([C:10]2[N:18]3[C:13]([CH:14]=[CH:15][CH:16]=[CH:17]3)=[C:12]([O:19][CH3:20])[C:11]=2[C:21]2[CH:22]=[CH:23][CH:24]=[CH:25][CH:26]=2)=[O:9])[CH:6]=[CH:7][C:2]=1[NH:1][CH2:30][C:31]([O:33][CH2:34][CH3:35])=[O:32].